This data is from Full USPTO retrosynthesis dataset with 1.9M reactions from patents (1976-2016). The task is: Predict the reactants needed to synthesize the given product. (1) Given the product [NH2:1][C:2]1[C:3]2[N:11]=[C:10]([C:12]3[CH:13]=[C:14]([CH:18]=[C:19]([F:21])[CH:20]=3)[C:15]([NH:22][CH2:23][CH2:24][OH:25])=[O:17])[CH:9]=[CH:8][C:4]=2[N:5]=[CH:6][N:7]=1, predict the reactants needed to synthesize it. The reactants are: [NH2:1][C:2]1[C:3]2[N:11]=[C:10]([C:12]3[CH:13]=[C:14]([CH:18]=[C:19]([F:21])[CH:20]=3)[C:15]([OH:17])=O)[CH:9]=[CH:8][C:4]=2[N:5]=[CH:6][N:7]=1.[NH2:22][CH2:23][CH2:24][OH:25].CN(C(ON1N=NC2C=CC=NC1=2)=[N+](C)C)C.F[P-](F)(F)(F)(F)F.CCN(C(C)C)C(C)C. (2) Given the product [Br:1][C:2]1[CH:3]=[C:4]([C:8]2([CH3:15])[CH2:13][CH2:12][S:11][C:10]([NH:14][C:23](=[O:25])[CH3:24])=[N:9]2)[CH:5]=[CH:6][CH:7]=1, predict the reactants needed to synthesize it. The reactants are: [Br:1][C:2]1[CH:3]=[C:4]([C:8]2([CH3:15])[CH2:13][CH2:12][S:11][C:10]([NH2:14])=[N:9]2)[CH:5]=[CH:6][CH:7]=1.C(N(CC)CC)C.[C:23](Cl)(=[O:25])[CH3:24]. (3) The reactants are: [CH3:1][C:2]1[C:11]([N+:12]([O-:14])=[O:13])=[CH:10][C:5]([C:6]([O:8][CH3:9])=[O:7])=[CH:4][C:3]=1[N+:15]([O-:17])=[O:16].CO[CH:20](OC)[N:21]([CH3:23])[CH3:22]. Given the product [CH3:20][N:21]([CH3:23])/[CH:22]=[CH:1]/[C:2]1[C:11]([N+:12]([O-:14])=[O:13])=[CH:10][C:5]([C:6]([O:8][CH3:9])=[O:7])=[CH:4][C:3]=1[N+:15]([O-:17])=[O:16], predict the reactants needed to synthesize it. (4) Given the product [C:1]([O:5][C:6](=[O:21])[NH:7][C:8]([CH2:19][NH:20][CH2:23][C:24]#[N:25])([C:12]1[CH:17]=[CH:16][CH:15]=[CH:14][C:13]=1[F:18])[CH:9]([F:11])[F:10])([CH3:4])([CH3:2])[CH3:3], predict the reactants needed to synthesize it. The reactants are: [C:1]([O:5][C:6](=[O:21])[NH:7][C:8]([CH2:19][NH2:20])([C:12]1[CH:17]=[CH:16][CH:15]=[CH:14][C:13]=1[F:18])[CH:9]([F:11])[F:10])([CH3:4])([CH3:3])[CH3:2].I[CH2:23][C:24]#[N:25].CCN(C(C)C)C(C)C. (5) Given the product [C:1]([O:14][CH3:15])(=[O:13])[CH2:2][CH2:3][CH2:4][CH2:5][CH2:6][CH2:7][CH2:8][CH2:9][CH2:10][CH2:11][CH3:12], predict the reactants needed to synthesize it. The reactants are: [C:1]([O-:14])(=[O:13])[CH2:2][CH2:3][CH2:4][CH2:5][CH2:6][CH2:7][CH2:8][CH2:9][CH2:10][CH2:11][CH3:12].[CH3:15]C(C)=O. (6) Given the product [NH2:3][C@@H:4]([CH2:27][C:28]1[CH:29]=[N:30][C:31]([C:34]([F:37])([F:35])[F:36])=[CH:32][CH:33]=1)[CH2:5][NH:6][C:7]1[S:8][C:9]([C:16]2[CH:17]=[C:18]3[C:23](=[CH:24][CH:25]=2)[CH:22]=[N:21][C:20]([F:26])=[CH:19]3)=[C:10]([C:12]([NH:2][CH3:1])=[O:13])[N:11]=1, predict the reactants needed to synthesize it. The reactants are: [CH3:1][NH2:2].[NH2:3][C@@H:4]([CH2:27][C:28]1[CH:29]=[N:30][C:31]([C:34]([F:37])([F:36])[F:35])=[CH:32][CH:33]=1)[CH2:5][NH:6][C:7]1[S:8][C:9]([C:16]2[CH:17]=[C:18]3[C:23](=[CH:24][CH:25]=2)[CH:22]=[N:21][C:20]([F:26])=[CH:19]3)=[C:10]([C:12](OC)=[O:13])[N:11]=1. (7) Given the product [CH:3]1[C:12]2[C:6]([CH:7]=[CH:8][CH:9]=[CH:10][CH:11]=2)=[CH:5][CH:4]=1, predict the reactants needed to synthesize it. The reactants are: [Al].O.[CH:3]1[C:12]2[C:6]([CH:7]=[CH:8][CH:9]=[CH:10][CH:11]=2)=[CH:5][C:4]=1CC1C=CC(O)=C([C@@H]2O[C@H](CO)[C@@H](O)[C@H](O)[C@H]2O)C=1.